Task: Predict the product of the given reaction.. Dataset: Forward reaction prediction with 1.9M reactions from USPTO patents (1976-2016) (1) Given the reactants [F:1][C:2]1[CH:18]=[CH:17][C:5]([CH2:6][NH:7][C:8]([C:10]2([C:13]([F:16])([F:15])[F:14])[CH2:12][CH2:11]2)=[O:9])=[CH:4][C:3]=1[N:19]=[C:20]=S.[NH2:22][C:23]1[C:24]([NH:44][CH3:45])=[CH:25][C:26]([O:39][CH2:40][CH:41]([F:43])[F:42])=[C:27]([CH:38]=1)[C:28]([NH:30][C:31]1[CH:36]=[CH:35][C:34]([Br:37])=[CH:33][CH:32]=1)=[O:29].CC(C)N=C=NC(C)C, predict the reaction product. The product is: [Br:37][C:34]1[CH:35]=[CH:36][C:31]([NH:30][C:28]([C:27]2[C:26]([O:39][CH2:40][CH:41]([F:42])[F:43])=[CH:25][C:24]3[N:44]([CH3:45])[C:20]([NH:19][C:3]4[CH:4]=[C:5]([CH2:6][NH:7][C:8]([C:10]5([C:13]([F:16])([F:15])[F:14])[CH2:12][CH2:11]5)=[O:9])[CH:17]=[CH:18][C:2]=4[F:1])=[N:22][C:23]=3[CH:38]=2)=[O:29])=[CH:32][CH:33]=1. (2) Given the reactants [Br:1][C:2]1[CH:3]=[C:4]([OH:8])[CH:5]=[CH:6][CH:7]=1.[C:9](OC(=O)C)(=[O:11])[CH3:10].S(=O)(=O)(O)O, predict the reaction product. The product is: [C:9]([O:8][C:4]1[CH:5]=[CH:6][CH:7]=[C:2]([Br:1])[CH:3]=1)(=[O:11])[CH3:10]. (3) The product is: [NH2:2][CH2:3][C:4]1([C:17]([NH:18][C:19]2[CH:20]=[N:21][C:22]([C:25]([F:27])([F:26])[F:28])=[CH:23][CH:24]=2)=[O:29])[CH2:5][CH2:6][N:7]([C:10]2[C:32]3[CH:39]=[CH:38][NH:37][C:33]=3[N:34]=[CH:35][N:36]=2)[CH2:8][CH2:9]1. Given the reactants Cl.[NH2:2][CH2:3][C:4]1([C:17](=[O:29])[NH:18][C:19]2[CH:20]=[N:21][C:22]([C:25]([F:28])([F:27])[F:26])=[CH:23][CH:24]=2)[CH2:9][CH2:8][N:7]([C:10](OC(C)(C)C)=O)[CH2:6][CH2:5]1.ClC1[C:32]2[CH:39]=[CH:38][NH:37][C:33]=2[N:34]=[CH:35][N:36]=1.C(N(C(C)C)C(C)C)C, predict the reaction product. (4) Given the reactants [OH:1][CH:2]([C:28]1[CH:33]=[CH:32][CH:31]=[CH:30][CH:29]=1)[CH2:3][N:4]1[C:13]2[C:8](=[CH:9][C:10]([O:14][CH2:15][C:16]#[CH:17])=[CH:11][CH:12]=2)[C:7]([C:18]2[CH:23]=[CH:22][C:21]([CH:24]([CH3:26])[CH3:25])=[CH:20][CH:19]=2)=[N:6][C:5]1=[O:27].[OH-].[Na+].[C:36](OC(=O)C)(=[O:38])[CH3:37], predict the reaction product. The product is: [CH:24]([C:21]1[CH:20]=[CH:19][C:18]([C:7]2[C:8]3[C:13](=[CH:12][CH:11]=[C:10]([O:14][CH2:15][C:16]#[CH:17])[CH:9]=3)[N:4]([CH2:3][CH:2]([O:1][C:36](=[O:38])[CH3:37])[C:28]3[CH:29]=[CH:30][CH:31]=[CH:32][CH:33]=3)[C:5](=[O:27])[N:6]=2)=[CH:23][CH:22]=1)([CH3:26])[CH3:25]. (5) Given the reactants O1CCC[CH2:2]1.[C:6]([C:9]1[C:17]2[C:16](=[O:18])[NH:15][N:14]=[CH:13][C:12]=2[N:11]([CH2:19][O:20][CH2:21][C:22]2[CH:27]=[CH:26][CH:25]=[CH:24][CH:23]=2)[CH:10]=1)(=[O:8])[CH3:7].C[Mg]Br.[Cl-].[NH4+], predict the reaction product. The product is: [CH2:21]([O:20][CH2:19][N:11]1[C:12]2[CH:13]=[N:14][NH:15][C:16](=[O:18])[C:17]=2[C:9]([C:6]([OH:8])([CH3:2])[CH3:7])=[CH:10]1)[C:22]1[CH:27]=[CH:26][CH:25]=[CH:24][CH:23]=1.